Dataset: Aqueous solubility values for 9,982 compounds from the AqSolDB database. Task: Regression/Classification. Given a drug SMILES string, predict its absorption, distribution, metabolism, or excretion properties. Task type varies by dataset: regression for continuous measurements (e.g., permeability, clearance, half-life) or binary classification for categorical outcomes (e.g., BBB penetration, CYP inhibition). For this dataset (solubility_aqsoldb), we predict Y. (1) The drug is CCCCCCCCN. The Y is -2.75 log mol/L. (2) The drug is CC(C)COC(=O)[C@@H](C)O. The Y is -0.413 log mol/L. (3) The molecule is CCCCCCCC(=O)OCC(C)(C)COC(=O)CCCCCCC. The Y is -6.85 log mol/L. (4) The molecule is CC1=NN(c2cc(S(=O)(=O)[O-])ccc2Cl)C(=O)C1N=Nc1cc(Cl)ccc1Oc1ccccc1Cl.[Na+]. The Y is -2.32 log mol/L. (5) The drug is Oc1cncc2cccnc12. The Y is -1.66 log mol/L. (6) The drug is Oc1c(F)c(F)c(F)c(F)c1F. The Y is -0.520 log mol/L. (7) The Y is -2.07 log mol/L. The compound is OC1CCN2C1=Nc1ccccc1C2O.